Dataset: Catalyst prediction with 721,799 reactions and 888 catalyst types from USPTO. Task: Predict which catalyst facilitates the given reaction. (1) Reactant: Cl[C:2]1[C:7]([CH2:8][O:9][C:10]2[CH:15]=[C:14]([CH:16]([CH3:18])[CH3:17])[CH:13]=[CH:12][C:11]=2[CH3:19])=[C:6]([CH3:20])[N:5]=[C:4]([C:21]2[C:26]([CH2:27][CH3:28])=[CH:25][CH:24]=[CH:23][C:22]=2[CH2:29][CH3:30])[N:3]=1.CC1(C)C(C)(C)OB([C:39]2[CH2:44][CH2:43][N:42]([C:45]([O:47][C:48]([CH3:51])([CH3:50])[CH3:49])=[O:46])[CH2:41][CH:40]=2)O1.C([O-])([O-])=O.[K+].[K+]. Product: [CH2:27]([C:26]1[CH:25]=[CH:24][CH:23]=[C:22]([CH2:29][CH3:30])[C:21]=1[C:4]1[N:3]=[C:2]([C:39]2[CH2:44][CH2:43][N:42]([C:45]([O:47][C:48]([CH3:49])([CH3:50])[CH3:51])=[O:46])[CH2:41][CH:40]=2)[C:7]([CH2:8][O:9][C:10]2[CH:15]=[C:14]([CH:16]([CH3:18])[CH3:17])[CH:13]=[CH:12][C:11]=2[CH3:19])=[C:6]([CH3:20])[N:5]=1)[CH3:28]. The catalyst class is: 3. (2) Reactant: O[C:2]1[CH:3]=[CH:4][C:5]2[C:6](=[O:17])[C:7]3[C:12]([O:13][C:14]=2[CH:15]=1)=[CH:11][C:10](O)=[CH:9][CH:8]=3.C1C=CC(N([S:25]([C:28]([F:31])([F:30])[F:29])(=[O:27])=[O:26])[S:25]([C:28]([F:31])([F:30])[F:29])(=[O:27])=[O:26])=CC=1.C(N(CC)C(C)C)(C)C. Product: [F:29][C:28]([F:31])([F:30])[S:25]([C:2]1[CH:3]=[CH:4][C:5]2[C:6](=[O:17])[C:7]3[C:12]([O:13][C:14]=2[CH:15]=1)=[CH:11][C:10]([S:25]([C:28]([F:29])([F:30])[F:31])(=[O:26])=[O:27])=[CH:9][CH:8]=3)(=[O:27])=[O:26]. The catalyst class is: 1. (3) Reactant: [CH3:1][N:2]1[C:11](=[O:12])[CH2:10][C:9]2[C:4](=[CH:5][CH:6]=[CH:7][CH:8]=2)[C:3]1=[O:13].C[C:15]([O:17][C:18](C)=O)=O.C(OC)(OC)OC. Product: [CH3:1][N:2]1[C:11](=[O:12])/[C:10](=[CH:15]/[O:17][CH3:18])/[C:9]2[C:4](=[CH:5][CH:6]=[CH:7][CH:8]=2)[C:3]1=[O:13]. The catalyst class is: 9. (4) Reactant: CS([C:5]1[N:6]=[C:7]([CH3:16])[C:8]2[CH:14]=[CH:13][C:12](=[O:15])[NH:11][C:9]=2[N:10]=1)(=O)=O.[C:17]1([N:27]2[CH2:32][CH2:31][N:30]([CH2:33][CH2:34][CH2:35][CH2:36][OH:37])[CH2:29][CH2:28]2)[C:26]2[C:21](=[CH:22][CH:23]=[CH:24][CH:25]=2)[CH:20]=[CH:19][CH:18]=1.CC(C)([O-])C.[Na+]. Product: [CH3:16][C:7]1[C:8]2[CH:14]=[CH:13][C:12](=[O:15])[NH:11][C:9]=2[N:10]=[C:5]([O:37][CH2:36][CH2:35][CH2:34][CH2:33][N:30]2[CH2:31][CH2:32][N:27]([C:17]3[C:26]4[C:21](=[CH:22][CH:23]=[CH:24][CH:25]=4)[CH:20]=[CH:19][CH:18]=3)[CH2:28][CH2:29]2)[N:6]=1. The catalyst class is: 12. (5) Reactant: [C:1]([O:4][C@H:5]([CH3:20])[CH2:6][N:7]1[CH2:12][CH2:11][C:10]2[O:13][CH:14]=[C:15]([C:16]([OH:18])=O)[C:9]=2[C:8]1=[O:19])(=[O:3])[CH3:2].C(N(CC)CC)C.ClC(OCC)=O.[NH2:34][C:35]1[CH:36]=[CH:37][C:38]([N:44]2[CH2:49][CH2:48][N:47]([C:50](=[O:52])[CH3:51])[CH2:46][CH2:45]2)=[N:39][C:40]=1[O:41][CH2:42][CH3:43]. Product: [C:1]([O:4][C@H:5]([CH3:20])[CH2:6][N:7]1[CH2:12][CH2:11][C:10]2[O:13][CH:14]=[C:15]([C:16](=[O:18])[NH:34][C:35]3[C:40]([O:41][CH2:42][CH3:43])=[N:39][C:38]([N:44]4[CH2:49][CH2:48][N:47]([C:50](=[O:52])[CH3:51])[CH2:46][CH2:45]4)=[CH:37][CH:36]=3)[C:9]=2[C:8]1=[O:19])(=[O:3])[CH3:2]. The catalyst class is: 54. (6) Product: [CH3:30][C:29]1[O:28][C:27]([C:31]2[CH:32]=[CH:33][CH:34]=[CH:35][CH:36]=2)=[N:26][C:25]=1[CH2:24][O:23][C:20]1[CH:19]=[CH:18][C:17]([CH2:16][O:15]/[N:14]=[C:8](/[C:5]2[CH:4]=[CH:3][C:2](/[CH:44]=[CH:43]/[C:37]3[CH:42]=[CH:41][CH:40]=[CH:39][CH:38]=3)=[CH:7][CH:6]=2)\[C:9]([OH:11])=[O:10])=[CH:22][CH:21]=1. Reactant: Br[C:2]1[CH:7]=[CH:6][C:5](/[C:8](=[N:14]/[O:15][CH2:16][C:17]2[CH:22]=[CH:21][C:20]([O:23][CH2:24][C:25]3[N:26]=[C:27]([C:31]4[CH:36]=[CH:35][CH:34]=[CH:33][CH:32]=4)[O:28][C:29]=3[CH3:30])=[CH:19][CH:18]=2)/[C:9]([O:11]CC)=[O:10])=[CH:4][CH:3]=1.[C:37]1(/[CH:43]=[CH:44]/C2C=CC(B(O)O)=CC=2)[CH:42]=[CH:41][CH:40]=[CH:39][CH:38]=1.C(=O)([O-])[O-].[K+].[K+].C1(C)C=CC=CC=1. The catalyst class is: 97.